Task: Binary Classification. Given a miRNA mature sequence and a target amino acid sequence, predict their likelihood of interaction.. Dataset: Experimentally validated miRNA-target interactions with 360,000+ pairs, plus equal number of negative samples The protein sequence of the target gene is MVEIKKICCIGAGYVGGPTCSVIAHMCPEIRVTVVDVNEARINAWNSPTLPIYEPGLKEVVESCRGKNLFFSTNIDDAIREADLVFISVNTPTKTYGMGKGRAADLKYIEACARRIVQNSNGYKIVTEKSTVPVRAAESIRRIFDANTKPNLNLQVLSNPEFLAEGTAIKDLKNPDRVLIGGDETPEGQKAVRALCAVYEHWVPKEKILTTNTWSSELSKLAANAFLAQRISSINSISALCEATGADVEEVATAIGMDQRIGNKFLKASVGFGGSCFQKDVLNLVYLCEALNLPEVARYW.... The miRNA is hsa-miR-517a-3p with sequence AUCGUGCAUCCCUUUAGAGUGU. Result: 0 (no interaction).